Dataset: Forward reaction prediction with 1.9M reactions from USPTO patents (1976-2016). Task: Predict the product of the given reaction. (1) Given the reactants [CH2:1]([O:3][C:4](=[O:22])[CH:5]=[CH:6][CH:7]=[CH:8][C:9]1[CH:14]=[C:13]([O:15][CH3:16])[C:12]([O:17][CH3:18])=[CH:11][C:10]=1[N+:19]([O-])=O)[CH3:2], predict the reaction product. The product is: [CH2:1]([O:3][C:4](=[O:22])[CH2:5][CH2:6][CH2:7][CH2:8][C:9]1[CH:14]=[C:13]([O:15][CH3:16])[C:12]([O:17][CH3:18])=[CH:11][C:10]=1[NH2:19])[CH3:2]. (2) Given the reactants [CH3:1][N:2]([CH3:7])[S:3](Cl)(=[O:5])=[O:4].Cl.Cl.[NH:10]1[CH2:15][CH2:14][CH:13]([O:16][C:17]2[CH:18]=[C:19]3[C:24](=[CH:25][C:26]=2[O:27][CH3:28])[N:23]=[CH:22][N:21]=[C:20]3[NH:29][C:30]2[CH:35]=[CH:34][CH:33]=[C:32]([Cl:36])[C:31]=2[F:37])[CH2:12][CH2:11]1.C(N(C(C)C)CC)(C)C, predict the reaction product. The product is: [CH3:1][N:2]([CH3:7])[S:3]([N:10]1[CH2:15][CH2:14][CH:13]([O:16][C:17]2[CH:18]=[C:19]3[C:24](=[CH:25][C:26]=2[O:27][CH3:28])[N:23]=[CH:22][N:21]=[C:20]3[NH:29][C:30]2[CH:35]=[CH:34][CH:33]=[C:32]([Cl:36])[C:31]=2[F:37])[CH2:12][CH2:11]1)(=[O:5])=[O:4]. (3) Given the reactants [Br:1][C:2]1[C:3]2[CH:19]=[CH:18][CH:17]=[CH:16][C:4]=2[S:5][C:6]=1/[C:7](=[N:9]/[S:10]([C:12]([CH3:15])([CH3:14])[CH3:13])=[O:11])/[CH3:8].O.[BH4-].[Na+].C([O-])(O)=O.[Na+], predict the reaction product. The product is: [Br:1][C:2]1[C:3]2[CH:19]=[CH:18][CH:17]=[CH:16][C:4]=2[S:5][C:6]=1[CH:7]([NH:9][S:10]([C:12]([CH3:14])([CH3:15])[CH3:13])=[O:11])[CH3:8]. (4) Given the reactants [N:1]1[CH:6]=[CH:5][CH:4]=[CH:3][C:2]=1[C:7]#[N:8].[CH2:9]([Mg]Br)[CH3:10].O, predict the reaction product. The product is: [N:1]1[CH:6]=[CH:5][CH:4]=[CH:3][C:2]=1[C:7]1([NH2:8])[CH2:10][CH2:9]1. (5) Given the reactants [CH2:1]([O:3][C:4]([N:6]1[CH2:20][CH2:19][C:10]2[C:11]3[C:12](=[O:18])[CH2:13][CH2:14][C:15]=3[CH:16]=[CH:17][C:9]=2[CH2:8][CH2:7]1)=[O:5])[CH3:2].[BH4-].[Na+], predict the reaction product. The product is: [CH2:1]([O:3][C:4]([N:6]1[CH2:20][CH2:19][C:10]2[C:11]3[CH:12]([OH:18])[CH2:13][CH2:14][C:15]=3[CH:16]=[CH:17][C:9]=2[CH2:8][CH2:7]1)=[O:5])[CH3:2]. (6) Given the reactants [N+:1]([C:4]1[CH:17]=[CH:16][C:7]([O:8][CH2:9][C:10]2[CH:15]=[CH:14][CH:13]=[CH:12][N:11]=2)=[C:6]([CH:18]=[CH2:19])[CH:5]=1)([O-])=O.[H][H], predict the reaction product. The product is: [CH2:18]([C:6]1[CH:5]=[C:4]([CH:17]=[CH:16][C:7]=1[O:8][CH2:9][C:10]1[CH:15]=[CH:14][CH:13]=[CH:12][N:11]=1)[NH2:1])[CH3:19].